This data is from Catalyst prediction with 721,799 reactions and 888 catalyst types from USPTO. The task is: Predict which catalyst facilitates the given reaction. (1) The catalyst class is: 62. Reactant: Br[C:2]1[CH:11]=[C:10]2[C:5]([C:6]([C:12]3[CH:17]=[CH:16][C:15]([C:18]([F:21])([F:20])[F:19])=[CH:14][C:13]=3[CH:22]3[CH2:24][CH2:23]3)=[N:7][CH:8]=[N:9]2)=[CH:4][CH:3]=1.CC1(C)C2C(=C(P(C3C=CC=CC=3)C3C=CC=CC=3)C=CC=2)OC2C(P(C3C=CC=CC=3)C3C=CC=CC=3)=CC=CC1=2.CCN(C(C)C)C(C)C.[CH2:76]([SH:83])[C:77]1[CH:82]=[CH:81][CH:80]=[CH:79][CH:78]=1. Product: [CH2:76]([S:83][C:2]1[CH:11]=[C:10]2[C:5]([C:6]([C:12]3[CH:17]=[CH:16][C:15]([C:18]([F:21])([F:20])[F:19])=[CH:14][C:13]=3[CH:22]3[CH2:24][CH2:23]3)=[N:7][CH:8]=[N:9]2)=[CH:4][CH:3]=1)[C:77]1[CH:82]=[CH:81][CH:80]=[CH:79][CH:78]=1. (2) Reactant: [Cl:1][C:2]1[N:10]=[C:9]([CH3:11])[CH:8]=[CH:7][C:3]=1[C:4](O)=[O:5].Cl.[CH3:13][NH:14][O:15][CH3:16].CCN=C=NCCCN(C)C.C1C=CC2N(O)N=NC=2C=1.CCN(C(C)C)C(C)C. Product: [Cl:1][C:2]1[N:10]=[C:9]([CH3:11])[CH:8]=[CH:7][C:3]=1[C:4]([N:14]([O:15][CH3:16])[CH3:13])=[O:5]. The catalyst class is: 2. (3) Reactant: [F:1][C:2]1[C:9]([F:10])=[C:8](F)[C:7]([F:12])=[C:6]([F:13])[C:3]=1[C:4]#[N:5].[NH2:14][NH2:15].CCN(C(C)C)C(C)C. Product: [F:1][C:2]1[C:9]([F:10])=[C:8]([NH:14][NH2:15])[C:7]([F:12])=[C:6]([F:13])[C:3]=1[C:4]#[N:5]. The catalyst class is: 12.